This data is from Catalyst prediction with 721,799 reactions and 888 catalyst types from USPTO. The task is: Predict which catalyst facilitates the given reaction. (1) Reactant: [NH2:1][C:2]1[CH:3]=[N:4][S:5][C:6]=1[O:7][CH:8]1[CH2:13][CH2:12][N:11]([C:14]([O:16][C:17]([CH3:20])([CH3:19])[CH3:18])=[O:15])[CH2:10][CH2:9]1.[NH2:21][C:22]1[S:26][C:25]([C:27]2[C:32]([F:33])=[CH:31][CH:30]=[CH:29][C:28]=2[F:34])=[N:24][C:23]=1[C:35](O)=[O:36].CN(C(ON1N=NC2C=CC=NC1=2)=[N+](C)C)C.F[P-](F)(F)(F)(F)F.CCN(C(C)C)C(C)C. Product: [NH2:21][C:22]1[S:26][C:25]([C:27]2[C:32]([F:33])=[CH:31][CH:30]=[CH:29][C:28]=2[F:34])=[N:24][C:23]=1[C:35]([NH:1][C:2]1[CH:3]=[N:4][S:5][C:6]=1[O:7][CH:8]1[CH2:9][CH2:10][N:11]([C:14]([O:16][C:17]([CH3:20])([CH3:19])[CH3:18])=[O:15])[CH2:12][CH2:13]1)=[O:36]. The catalyst class is: 39. (2) Reactant: C(=O)(OC)O[CH2:3]/[CH:4]=[CH:5]/[C:6]1[CH:11]=[CH:10][CH:9]=[CH:8][CH:7]=1.[CH3:15][O:16][CH2:17][CH2:18][NH2:19]. Product: [CH3:15][O:16][CH2:17][CH2:18][NH:19][C@H:5]([C:6]1[CH:7]=[CH:8][CH:9]=[CH:10][CH:11]=1)[CH:4]=[CH2:3]. The catalyst class is: 863. (3) Reactant: Cl[C:2]([O:4][CH3:5])=[O:3].Cl.[F:7][C:8]1[CH:9]=[CH:10][C:11]([N+:23]([O-:25])=[O:24])=[C:12]([CH:22]=1)[O:13][C@H:14]1[CH2:19][CH2:18][C@H:17]([NH:20][CH3:21])[CH2:16][CH2:15]1.C(N(CC)CC)C. Product: [CH3:5][O:4][C:2](=[O:3])[N:20]([C@H:17]1[CH2:16][CH2:15][C@H:14]([O:13][C:12]2[CH:22]=[C:8]([F:7])[CH:9]=[CH:10][C:11]=2[N+:23]([O-:25])=[O:24])[CH2:19][CH2:18]1)[CH3:21]. The catalyst class is: 2. (4) Reactant: C[O:2][C:3](=[O:37])[C:4]1[CH:9]=[C:8]([O:10][CH3:11])[CH:7]=[CH:6][C:5]=1[NH:12][C:13]1[N:17]([C:18]2[CH:23]=[CH:22][CH:21]=[CH:20][C:19]=2[CH3:24])[N:16]=[C:15]([CH3:25])[C:14]=1[C:26]1[CH:27]=[C:28]2[C:33](=[CH:34][C:35]=1[Cl:36])[N:32]=[CH:31][CH:30]=[N:29]2.[OH-].[Na+].Cl. Product: [Cl:36][C:35]1[CH:34]=[C:33]2[C:28]([N:29]=[CH:30][CH:31]=[N:32]2)=[CH:27][C:26]=1[C:14]1[C:15]([CH3:25])=[N:16][N:17]([C:18]2[CH:23]=[CH:22][CH:21]=[CH:20][C:19]=2[CH3:24])[C:13]=1[NH:12][C:5]1[CH:6]=[CH:7][C:8]([O:10][CH3:11])=[CH:9][C:4]=1[C:3]([OH:37])=[O:2]. The catalyst class is: 38. (5) Reactant: [Cl:1][C:2]1[CH:3]=[N:4][CH:5]=[C:6]([O:8][CH3:9])[CH:7]=1.[OH:10]O. Product: [Cl:1][C:2]1[CH:3]=[N+:4]([O-:10])[CH:5]=[C:6]([O:8][CH3:9])[CH:7]=1. The catalyst class is: 52. (6) Reactant: [CH:1]1([N:7]2[C:11]3[CH:12]=[CH:13][C:14]([C:16]([O:18][CH2:19][CH3:20])=[O:17])=[CH:15][C:10]=3[N:9]=[C:8]2[C:21]2[CH:22]=[C:23]3[C:28](=[CH:29][CH:30]=2)[N:27]=[C:26]([C:31]([OH:33])=O)[CH:25]=[CH:24]3)[CH2:6][CH2:5][CH2:4][CH2:3][CH2:2]1.[NH2:34][C@H:35]([C:37]([NH2:39])=[O:38])[CH3:36].C1CN([P+](Br)(N2CCCC2)N2CCCC2)CC1.F[P-](F)(F)(F)(F)F.CCN(C(C)C)C(C)C.CC1(C)C2(CS(O)(=O)=O)C(CC1CC2)=O. Product: [CH2:19]([O:18][C:16]([C:14]1[CH:13]=[CH:12][C:11]2[N:7]([CH:1]3[CH2:6][CH2:5][CH2:4][CH2:3][CH2:2]3)[C:8]([C:21]3[CH:22]=[C:23]4[C:28](=[CH:29][CH:30]=3)[N:27]=[C:26]([C:31](=[O:33])[NH:34][CH:35]([C:37](=[O:38])[NH2:39])[CH3:36])[CH:25]=[CH:24]4)=[N:9][C:10]=2[CH:15]=1)=[O:17])[CH3:20]. The catalyst class is: 79.